Task: Predict which catalyst facilitates the given reaction.. Dataset: Catalyst prediction with 721,799 reactions and 888 catalyst types from USPTO (1) Reactant: [C:1]([O:5][C:6](=[O:19])[NH:7][C:8]1[CH:13]=[C:12](Cl)[C:11]([Cl:15])=[CH:10][C:9]=1[N+:16]([O-:18])=[O:17])([CH3:4])([CH3:3])[CH3:2].[CH2:20]([NH:22][CH2:23][CH3:24])[CH3:21]. Product: [C:1]([O:5][C:6](=[O:19])[NH:7][C:8]1[CH:13]=[C:12]([N:22]([CH2:23][CH3:24])[CH2:20][CH3:21])[C:11]([Cl:15])=[CH:10][C:9]=1[N+:16]([O-:18])=[O:17])([CH3:4])([CH3:3])[CH3:2]. The catalyst class is: 16. (2) Reactant: [OH:1][C:2]1[CH:3]=[CH:4][C:5]([O:8][CH3:9])=[N:6][CH:7]=1.Cl[C:11]1[CH:16]=[CH:15][C:14]([C:17]([F:20])([F:19])[F:18])=[CH:13][N:12]=1.[OH-].[K+].O. Product: [CH3:9][O:8][C:5]1[CH:4]=[CH:3][C:2]([O:1][C:11]2[CH:16]=[CH:15][C:14]([C:17]([F:20])([F:19])[F:18])=[CH:13][N:12]=2)=[CH:7][N:6]=1. The catalyst class is: 16. (3) Reactant: C([Li])CCC.[C:6](#[N:8])[CH3:7].CO[C:11](=[O:30])[C:12]1[CH:17]=[C:16]([O:18][CH3:19])[C:15]([O:20][CH2:21][CH2:22][O:23][CH3:24])=[CH:14][C:13]=1[N:25]=[CH:26]N(C)C.C(O)(=O)C. Product: [OH:30][C:11]1[C:12]2[C:13](=[CH:14][C:15]([O:20][CH2:21][CH2:22][O:23][CH3:24])=[C:16]([O:18][CH3:19])[CH:17]=2)[N:25]=[CH:26][C:7]=1[C:6]#[N:8]. The catalyst class is: 1.